The task is: Predict which catalyst facilitates the given reaction.. This data is from Catalyst prediction with 721,799 reactions and 888 catalyst types from USPTO. (1) Reactant: [CH:1]1[CH:9]=[C:8](Cl)[C:7]2[C:3](=[N:4][O:5][N:6]=2)[C:2]=1[N+:11]([O-:13])=[O:12].P([O-])([O-])([O-])=O.[Na+].[Na+].[Na+].[F:22][C:23]([F:32])([F:31])[C:24]1[CH:29]=[CH:28][C:27]([SH:30])=[CH:26][CH:25]=1. Product: [N+:11]([C:2]1[C:3]2[C:7](=[N:6][O:5][N:4]=2)[C:8]([S:30][C:27]2[CH:26]=[CH:25][C:24]([C:23]([F:22])([F:31])[F:32])=[CH:29][CH:28]=2)=[CH:9][CH:1]=1)([O-:13])=[O:12]. The catalyst class is: 8. (2) Reactant: [CH3:1][O:2][C:3]1[CH:8]=[CH:7][C:6]([C:9]2[O:13][C:12]([C:14]3[CH:15]=[C:16]([NH2:21])[C:17]([NH2:20])=[CH:18][CH:19]=3)=[N:11][N:10]=2)=[CH:5][CH:4]=1.[CH3:22][O:23][C:24](=[O:37])[CH:25]=[CH:26][C:27]1[CH:32]=[C:31]([CH3:33])[C:30]([CH:34]=O)=[C:29]([CH3:36])[CH:28]=1.OOS([O-])=O.[K+].C(OCC)(=O)C. Product: [CH3:22][O:23][C:24](=[O:37])/[CH:25]=[CH:26]/[C:27]1[CH:32]=[C:31]([CH3:33])[C:30]([C:34]2[NH:21][C:16]3[CH:15]=[C:14]([C:12]4[O:13][C:9]([C:6]5[CH:5]=[CH:4][C:3]([O:2][CH3:1])=[CH:8][CH:7]=5)=[N:10][N:11]=4)[CH:19]=[CH:18][C:17]=3[N:20]=2)=[C:29]([CH3:36])[CH:28]=1. The catalyst class is: 18.